This data is from Reaction yield outcomes from USPTO patents with 853,638 reactions. The task is: Predict the reaction yield, written as a fraction of the theoretical maximum amount of product (1.0 means a 100% yield; for example, 0.34 means a 34% yield). (1) The reactants are [C:1]1(=[O:11])[NH:5][C:4](=[O:6])[C:3]2=[CH:7][CH:8]=[CH:9][CH:10]=[C:2]12.[Cl:12][CH2:13][CH2:14][C@H:15]([C:17]1[CH:22]=[CH:21][CH:20]=[CH:19][CH:18]=1)O.C1(P(C2C=CC=CC=2)C2C=CC=CC=2)C=CC=CC=1.N(C(OCC)=O)=NC(OCC)=O. The catalyst is C1COCC1. The product is [Cl:12][CH2:13][CH2:14][C@H:15]([N:5]1[C:1](=[O:11])[C:2]2[C:3](=[CH:7][CH:8]=[CH:9][CH:10]=2)[C:4]1=[O:6])[C:17]1[CH:22]=[CH:21][CH:20]=[CH:19][CH:18]=1. The yield is 0.500. (2) The reactants are [OH:1][C:2]1[C:7](=[O:8])[CH:6]=[C:5]([CH2:9][O:10][CH:11]2[CH2:16][CH2:15][CH2:14][CH2:13][O:12]2)[O:4][C:3]=1[CH2:17][OH:18].C([O-])([O-])=O.[K+].[K+].[CH2:25](Br)[C:26]1[CH:31]=[CH:30][CH:29]=[CH:28][CH:27]=1.O. The catalyst is CN(C=O)C. The product is [CH2:25]([O:1][C:2]1[C:7](=[O:8])[CH:6]=[C:5]([CH2:9][O:10][CH:11]2[CH2:16][CH2:15][CH2:14][CH2:13][O:12]2)[O:4][C:3]=1[CH2:17][OH:18])[C:26]1[CH:31]=[CH:30][CH:29]=[CH:28][CH:27]=1. The yield is 0.840. (3) The reactants are [CH2:1]([O:8][C:9]1[CH:14]=[CH:13][C:12](B(O)O)=[CH:11][C:10]=1[F:18])[C:2]1[CH:7]=[CH:6][CH:5]=[CH:4][CH:3]=1.[C:19]1(=[O:24])[CH2:23][CH2:22][CH:21]=[CH:20]1. No catalyst specified. The product is [CH2:1]([O:8][C:9]1[CH:14]=[CH:13][C:12]([C@@H:21]2[CH2:22][CH2:23][C:19](=[O:24])[CH2:20]2)=[CH:11][C:10]=1[F:18])[C:2]1[CH:7]=[CH:6][CH:5]=[CH:4][CH:3]=1. The yield is 0.680. (4) The reactants are [CH3:1][CH:2]1[CH2:7][CH2:6][CH2:5][CH2:4][C:3]1=[O:8].C([N-]C(C)C)(C)C.[Li+].[CH3:17][Si:18](Cl)([CH3:20])[CH3:19]. The catalyst is O1CCCC1. The product is [CH3:17][Si:18]([CH3:20])([CH3:19])[O:8][C:3]1[CH:2]([CH3:1])[CH2:7][CH2:6][CH2:5][CH:4]=1. The yield is 0.800. (5) The reactants are OC[CH2:3][C:4]1[C:9]([O:10][CH3:11])=[CH:8][CH:7]=[CH:6][C:5]=1[NH:12]C(=O)C(C)(C)C.[OH-].[Na+]. The catalyst is Br. The product is [O:10]1[C:9]2=[CH:8][CH:7]=[CH:6][C:5]([NH2:12])=[C:4]2[CH2:3][CH2:11]1. The yield is 0.400. (6) The reactants are [CH2:1]([C:8]1([C:23]([O:25]CC)=[O:24])[CH2:12][CH2:11][CH2:10][N:9]1[C:13]([O:15][CH2:16][C:17]1[CH:22]=[CH:21][CH:20]=[CH:19][CH:18]=1)=[O:14])[C:2]1[CH:7]=[CH:6][CH:5]=[CH:4][CH:3]=1.[OH-].[K+]. The catalyst is CO. The product is [CH2:1]([C:8]1([C:23]([OH:25])=[O:24])[CH2:12][CH2:11][CH2:10][N:9]1[C:13]([O:15][CH2:16][C:17]1[CH:22]=[CH:21][CH:20]=[CH:19][CH:18]=1)=[O:14])[C:2]1[CH:3]=[CH:4][CH:5]=[CH:6][CH:7]=1. The yield is 0.810. (7) The reactants are C(Cl)(=O)C(Cl)=O.CS(C)=O.[OH:11][CH2:12][C:13]1([CH2:18][NH:19][C:20](=[O:26])[O:21][C:22]([CH3:25])([CH3:24])[CH3:23])[CH2:17][CH2:16][CH2:15][CH2:14]1.O. The catalyst is C(Cl)Cl. The product is [CH:12]([C:13]1([CH2:18][NH:19][C:20](=[O:26])[O:21][C:22]([CH3:24])([CH3:23])[CH3:25])[CH2:17][CH2:16][CH2:15][CH2:14]1)=[O:11]. The yield is 0.940.